The task is: Predict the product of the given reaction.. This data is from Forward reaction prediction with 1.9M reactions from USPTO patents (1976-2016). (1) Given the reactants [N+:1]([C:4]1[C:5]([NH:23][CH2:24][C@H:25]2[CH2:30][CH2:29][C@H:28]([N:31]3[CH2:34][CH:33](O)[CH2:32]3)[CH2:27][CH2:26]2)=[N:6][C:7]([NH:10][CH2:11][C:12]2[CH:17]=[CH:16][CH:15]=[CH:14][C:13]=2[O:18][C:19]([F:22])([F:21])[F:20])=[N:8][CH:9]=1)([O-:3])=[O:2].C(N(S(F)(F)[F:42])CC)C.C([O-])(O)=O.[Na+], predict the reaction product. The product is: [F:42][CH:33]1[CH2:34][N:31]([C@H:28]2[CH2:27][CH2:26][C@H:25]([CH2:24][NH:23][C:5]3[C:4]([N+:1]([O-:3])=[O:2])=[CH:9][N:8]=[C:7]([NH:10][CH2:11][C:12]4[CH:17]=[CH:16][CH:15]=[CH:14][C:13]=4[O:18][C:19]([F:20])([F:21])[F:22])[N:6]=3)[CH2:30][CH2:29]2)[CH2:32]1. (2) Given the reactants [Cl:1][C:2]1[C:3]([F:12])=[C:4]([CH:8]=[CH:9][C:10]=1[F:11])[C:5](Cl)=[O:6].[Si:13]([O:20][CH2:21][CH2:22][NH:23][CH3:24])([C:16]([CH3:19])([CH3:18])[CH3:17])([CH3:15])[CH3:14].[OH-].[Na+], predict the reaction product. The product is: [Si:13]([O:20][CH2:21][CH2:22][N:23]([CH3:24])[C:5](=[O:6])[C:4]1[CH:8]=[CH:9][C:10]([F:11])=[C:2]([Cl:1])[C:3]=1[F:12])([C:16]([CH3:19])([CH3:18])[CH3:17])([CH3:14])[CH3:15]. (3) Given the reactants [F:1][C:2]1[CH:28]=[C:27]([N:29]2[CH:33]=[N:32][N:31]=[N:30]2)[CH:26]=[CH:25][C:3]=1[O:4][CH2:5][C:6]1[CH:11]=[CH:10][N:9]=[C:8]([CH:12]2[CH2:17][CH2:16][N:15](C(OC(C)(C)C)=O)[CH2:14][CH2:13]2)[N:7]=1.[ClH:34], predict the reaction product. The product is: [ClH:34].[F:1][C:2]1[CH:28]=[C:27]([N:29]2[CH:33]=[N:32][N:31]=[N:30]2)[CH:26]=[CH:25][C:3]=1[O:4][CH2:5][C:6]1[CH:11]=[CH:10][N:9]=[C:8]([CH:12]2[CH2:17][CH2:16][NH:15][CH2:14][CH2:13]2)[N:7]=1. (4) Given the reactants [CH3:1][O:2][C:3]1[CH:20]=[CH:19][C:6]2[N:7]=[C:8]([C:10]3[CH:15]=[CH:14][C:13]([N+:16]([O-])=O)=[CH:12][CH:11]=3)[S:9][C:5]=2[CH:4]=1.B(Br)(Br)Br, predict the reaction product. The product is: [CH3:1][O:2][C:3]1[CH:20]=[CH:19][C:6]2[N:7]=[C:8]([C:10]3[CH:11]=[CH:12][C:13]([NH2:16])=[CH:14][CH:15]=3)[S:9][C:5]=2[CH:4]=1. (5) Given the reactants [CH:1]1([N:6]2[C:10]3[CH:11]=[CH:12][C:13]([CH:15]([OH:31])[CH:16]([NH:24][C:25](=[O:30])[CH2:26][CH2:27][O:28][CH3:29])[C:17]4[CH:18]=[C:19]([CH3:23])[CH:20]=[CH:21][CH:22]=4)=[CH:14][C:9]=3[N:8]([CH3:32])[C:7]2=[O:33])[CH2:5][CH2:4][CH2:3][CH2:2]1.C[N+]1([O-])CCOCC1.C(OCC)(=O)C.C(=O)(O)[O-].[Na+], predict the reaction product. The product is: [CH:1]1([N:6]2[C:10]3[CH:11]=[CH:12][C:13]([C:15](=[O:31])[CH:16]([NH:24][C:25](=[O:30])[CH2:26][CH2:27][O:28][CH3:29])[C:17]4[CH:18]=[C:19]([CH3:23])[CH:20]=[CH:21][CH:22]=4)=[CH:14][C:9]=3[N:8]([CH3:32])[C:7]2=[O:33])[CH2:5][CH2:4][CH2:3][CH2:2]1. (6) Given the reactants C[O:2][C:3](=O)[CH2:4][CH2:5][C:6]1[CH:7]=[C:8]([C:19]2[CH:24]=[CH:23][C:22]([OH:25])=[CH:21][CH:20]=2)[CH:9]=[C:10]([C:12]2[CH:17]=[CH:16][C:15]([OH:18])=[CH:14][CH:13]=2)[CH:11]=1.CC(C[AlH]CC(C)C)C, predict the reaction product. The product is: [OH:2][CH2:3][CH2:4][CH2:5][C:6]1[CH:11]=[C:10]([C:12]2[CH:13]=[CH:14][C:15]([OH:18])=[CH:16][CH:17]=2)[CH:9]=[C:8]([C:19]2[CH:20]=[CH:21][C:22]([OH:25])=[CH:23][CH:24]=2)[CH:7]=1. (7) Given the reactants [NH2:1][C:2]1[N:6]([C:7]2[CH:12]=CC=C[CH:8]=2)[N:5]=[CH:4][C:3]=1[C:13]([NH2:15])=[O:14].[Br:16][C:17]1[CH:24]=[CH:23][CH:22]=[CH:21][C:18]=1[CH:19]=O.C=O, predict the reaction product. The product is: [Br:16][C:17]1[CH:24]=[CH:23][CH:22]=[CH:21][C:18]=1[CH2:19][N:6]1[CH2:7][CH2:8][N:15]2[C:13](=[O:14])[C:3]3[CH:4]=[N:5][N:6]([CH:7]([CH3:8])[CH3:12])[C:2]=3[N:1]=[C:3]2[CH2:2]1. (8) Given the reactants [CH2:1]([O:3][C:4](=[O:21])[CH2:5][CH:6](C)[C:7](C1C=CC(OCCCCl)=CC=1)=[O:8])[CH3:2].C([O-])([O-])=O.[K+].[K+], predict the reaction product. The product is: [CH2:1]([O:3][C:4](=[O:21])[CH2:5][CH2:6][CH:7]=[O:8])[CH3:2].